Dataset: Forward reaction prediction with 1.9M reactions from USPTO patents (1976-2016). Task: Predict the product of the given reaction. (1) The product is: [CH3:8][C:7]1[C:2]([CH3:1])=[C:3]([OH:10])[C:4]([CH3:9])=[CH:5][C:6]=1[CH:21]=[O:23]. Given the reactants [CH3:1][C:2]1[C:7]([CH3:8])=[CH:6][CH:5]=[C:4]([CH3:9])[C:3]=1[OH:10].C1N2CN3CN(C2)CN1C3.[C:21](O)(=[O:23])C, predict the reaction product. (2) Given the reactants [C:1]([C:5]1[CH:6]=[C:7]([OH:11])[CH:8]=[CH:9][CH:10]=1)([CH3:4])([CH3:3])[CH3:2].C(N(CC)CC)C.[CH2:19]([S:21](Cl)(=[O:23])=[O:22])[CH3:20], predict the reaction product. The product is: [CH2:19]([S:21]([O:11][C:7]1[CH:8]=[CH:9][CH:10]=[C:5]([C:1]([CH3:4])([CH3:2])[CH3:3])[CH:6]=1)(=[O:23])=[O:22])[CH3:20]. (3) Given the reactants [CH3:1][Si:2]([Cl:5])([CH3:4])[CH3:3].[OH2:6], predict the reaction product. The product is: [CH3:1][Si:2]([O:6][Si:2]([CH3:4])([CH3:3])[CH3:1])([CH3:4])[CH3:3].[ClH:5]. (4) Given the reactants [OH:1][C:2]1[C:3]([NH2:16])=[CH:4][C:5]2[O:9][C:8]([C:10]([O:12][CH2:13][CH3:14])=[O:11])=[CH:7][C:6]=2[CH:15]=1.[O:17]1CCC[CH2:18]1.C(Cl)(Cl)=O, predict the reaction product. The product is: [O:1]1[C:2]2[CH:15]=[C:6]3[CH:7]=[C:8]([C:10]([O:12][CH2:13][CH3:14])=[O:11])[O:9][C:5]3=[CH:4][C:3]=2[NH:16][C:18]1=[O:17]. (5) Given the reactants [Cl:1][C:2]1[CH:3]=[CH:4][C:5]2[N:6]([C@@H:16]3[CH2:19][C@H:18]([C:20]([O:22]C(C)(C)C)=[O:21])[CH2:17]3)[C:7]3[C:12]([C:13]=2[CH:14]=1)=[CH:11][C:10]([Cl:15])=[CH:9][CH:8]=3.O.[OH-].[Li+], predict the reaction product. The product is: [Cl:1][C:2]1[CH:3]=[CH:4][C:5]2[N:6]([C@@H:16]3[CH2:19][C@H:18]([C:20]([OH:22])=[O:21])[CH2:17]3)[C:7]3[C:12]([C:13]=2[CH:14]=1)=[CH:11][C:10]([Cl:15])=[CH:9][CH:8]=3. (6) Given the reactants [S:1]1[C:5]([C@H:6]([O:32][Si:33]([C:46]([CH3:49])([CH3:48])[CH3:47])([C:40]2[CH:45]=[CH:44][CH:43]=[CH:42][CH:41]=2)[C:34]2[CH:39]=[CH:38][CH:37]=[CH:36][CH:35]=2)/[CH:7]=[CH:8]/[C@H:9]2[C@H:13]([O:14][CH:15]3[CH2:20][CH2:19][CH2:18][CH2:17][O:16]3)[CH2:12][C:11](=O)[C@@H:10]2[CH2:22]/[CH:23]=[CH:24]\[CH2:25][CH2:26][CH2:27][C:28]([O:30][CH3:31])=[O:29])=[CH:4][C:3]2[CH:50]=[CH:51][CH:52]=[CH:53][C:2]1=2.S1C([C@H](O[Si](C(C)(C)C)(C2C=CC=CC=2)C2C=CC=CC=2)/C=C/[C@H]2[C@H](OC3CCCCO3)CC(=C)[C@@H]2C/C=C\CCCC(O)=O)=CC2C=CC=C[C:55]1=2, predict the reaction product. The product is: [S:1]1[C:5]([C@H:6]([O:32][Si:33]([C:46]([CH3:49])([CH3:47])[CH3:48])([C:34]2[CH:35]=[CH:36][CH:37]=[CH:38][CH:39]=2)[C:40]2[CH:45]=[CH:44][CH:43]=[CH:42][CH:41]=2)/[CH:7]=[CH:8]/[C@H:9]2[C@H:13]([O:14][CH:15]3[CH2:20][CH2:19][CH2:18][CH2:17][O:16]3)[CH2:12][C:11](=[CH2:55])[C@@H:10]2[CH2:22]/[CH:23]=[CH:24]\[CH2:25][CH2:26][CH2:27][C:28]([O:30][CH3:31])=[O:29])=[CH:4][C:3]2[CH:50]=[CH:51][CH:52]=[CH:53][C:2]1=2. (7) Given the reactants [OH:1][CH:2]([C:6]1[CH:11]=[CH:10][C:9]([C:12]2[N:16]=[C:15]([C:17]3[O:21][N:20]=[C:19]([C:22]4[CH:27]=[CH:26][CH:25]=[CH:24][CH:23]=4)[C:18]=3[C:28]([F:31])([F:30])[F:29])[O:14][N:13]=2)=[CH:8][CH:7]=1)[C:3](O)=[O:4].[NH2:32][C@@H:33]([CH3:36])[C:34]#[N:35].CN1CCOCC1.CN(C(ON1N=NC2C=CC=NC1=2)=[N+](C)C)C.F[P-](F)(F)(F)(F)F, predict the reaction product. The product is: [C:34]([C@@H:33]([NH:32][C:3](=[O:4])[CH:2]([OH:1])[C:6]1[CH:7]=[CH:8][C:9]([C:12]2[N:16]=[C:15]([C:17]3[O:21][N:20]=[C:19]([C:22]4[CH:23]=[CH:24][CH:25]=[CH:26][CH:27]=4)[C:18]=3[C:28]([F:30])([F:31])[F:29])[O:14][N:13]=2)=[CH:10][CH:11]=1)[CH3:36])#[N:35]. (8) Given the reactants [Br:1][C:2]1[CH:15]=[CH:14][C:5]2[C:6](=[O:13])[C:7]([CH3:12])([CH3:11])[S:8](=[O:10])(=[O:9])[C:4]=2[CH:3]=1.[CH3:16][Mg]Br, predict the reaction product. The product is: [Br:1][C:2]1[CH:15]=[CH:14][C:5]2[C:6]([CH3:16])([OH:13])[C:7]([CH3:11])([CH3:12])[S:8](=[O:9])(=[O:10])[C:4]=2[CH:3]=1.